This data is from Reaction yield outcomes from USPTO patents with 853,638 reactions. The task is: Predict the reaction yield, written as a fraction of the theoretical maximum amount of product (1.0 means a 100% yield; for example, 0.34 means a 34% yield). (1) The reactants are [SH:1][CH2:2][CH2:3][C:4]([OH:6])=[O:5].[F:7][C:8]([F:12])([F:11])[CH:9]=[CH2:10]. The catalyst is C1(C)C=CC=CC=1. The product is [F:7][C:8]([F:12])([F:11])[CH2:9][CH2:10][S:1][CH2:2][CH2:3][C:4]([OH:6])=[O:5]. The yield is 0.760. (2) The reactants are [OH:1][CH2:2][C:3]([CH3:27])([CH3:26])[CH2:4][NH:5][C:6]([C:8]1[C:16]2[C:11](=[N:12][CH:13]=[C:14](Br)[N:15]=2)[N:10]([CH2:18][O:19][CH2:20][CH2:21][Si:22]([CH3:25])([CH3:24])[CH3:23])[CH:9]=1)=[O:7].[CH:28]([B-](F)(F)F)=[CH2:29].[K+].C(=O)([O-])[O-].[Cs+].[Cs+].C1COCC1. The catalyst is C1C=CC(P(C2C=CC=CC=2)[C-]2C=CC=C2)=CC=1.C1C=CC(P(C2C=CC=CC=2)[C-]2C=CC=C2)=CC=1.Cl[Pd]Cl.[Fe+2].O. The product is [OH:1][CH2:2][C:3]([CH3:27])([CH3:26])[CH2:4][NH:5][C:6]([C:8]1[C:16]2[C:11](=[N:12][CH:13]=[C:14]([CH:28]=[CH2:29])[N:15]=2)[N:10]([CH2:18][O:19][CH2:20][CH2:21][Si:22]([CH3:25])([CH3:24])[CH3:23])[CH:9]=1)=[O:7]. The yield is 0.710. (3) The reactants are [N+:1]([C:4]1[CH:5]=[CH:6][C:7]([NH:10][C:11](=[O:17])[O:12][C:13]([CH3:16])([CH3:15])[CH3:14])=[N:8][CH:9]=1)([O-:3])=[O:2].[H-].[Na+].[CH3:20]I.O. The catalyst is CN(C=O)C. The product is [CH3:20][N:10]([C:7]1[CH:6]=[CH:5][C:4]([N+:1]([O-:3])=[O:2])=[CH:9][N:8]=1)[C:11](=[O:17])[O:12][C:13]([CH3:14])([CH3:16])[CH3:15]. The yield is 0.990. (4) The reactants are [CH2:1]([C:3]1[N:8]=[C:7]([NH2:9])[CH:6]=[CH:5][CH:4]=1)[CH3:2].C1C(=O)N([Br:17])C(=O)C1. The catalyst is C(Cl)(Cl)Cl. The product is [Br:17][C:4]1[CH:5]=[CH:6][C:7]([NH2:9])=[N:8][C:3]=1[CH2:1][CH3:2]. The yield is 0.680. (5) The reactants are O[C:2]1[N:3]=[C:4]2[NH:12][C:11]([CH3:14])([CH3:13])[CH2:10][CH2:9][N:5]2[C:6](=[O:8])[CH:7]=1.O=P(Cl)(Cl)[Cl:17]. The product is [Cl:17][C:2]1[N:3]=[C:4]2[NH:12][C:11]([CH3:14])([CH3:13])[CH2:10][CH2:9][N:5]2[C:6](=[O:8])[CH:7]=1. The catalyst is ClCCCl. The yield is 0.550. (6) The reactants are [C:1]([OH:12])(=[O:11])[C:2]1[CH:10]=[C:8]([OH:9])[C:6]([OH:7])=[C:4]([OH:5])[CH:3]=1.[CH2:13](Cl)[C:14]1[CH:19]=[CH:18][CH:17]=[CH:16][CH:15]=1.[I-].[C:22]([NH3+])([CH3:25])([CH3:24])[CH3:23].C([O-])([O-])=O.[K+].[K+].[CH3:33][C:34]([CH3:36])=O. No catalyst specified. The product is [CH2:13]([O:5][C:4]1[CH:3]=[C:2]([CH:10]=[C:8]([O:9][CH2:1][C:2]2[CH:10]=[CH:8][CH:6]=[CH:4][CH:3]=2)[C:6]=1[O:7][CH2:13][C:14]1[CH:19]=[CH:18][CH:17]=[CH:16][CH:15]=1)[C:1]([O:12][CH2:23][C:22]1[CH:25]=[CH:36][CH:34]=[CH:33][CH:24]=1)=[O:11])[C:14]1[CH:19]=[CH:18][CH:17]=[CH:16][CH:15]=1. The yield is 0.800. (7) The reactants are [NH2:1]N.[Cl:3][C:4]1[CH:9]=[C:8]([Cl:10])[CH:7]=[CH:6][C:5]=1[C:11]1[C:12]([N:30]2[CH2:35][CH2:34][N:33]([CH3:36])[CH2:32][C:31]2=[O:37])=[C:13](CCCN2C(=O)C3C=CC=CC=3C2=O)[NH:14][CH:15]=1.CCN([CH:44]([CH3:46])[CH3:45])C(C)C.Cl[C:48]1[N:53]=[C:52]([NH2:54])[C:51]([N+:55]([O-:57])=[O:56])=[CH:50][CH:49]=1. The catalyst is CCO. The product is [NH2:54][C:52]1[N:53]=[C:48]([NH:1][CH2:46][CH2:44][CH2:45][N:14]2[CH:15]=[C:11]([C:5]3[CH:6]=[CH:7][C:8]([Cl:10])=[CH:9][C:4]=3[Cl:3])[C:12]([N:30]3[CH2:35][CH2:34][N:33]([CH3:36])[CH2:32][C:31]3=[O:37])=[CH:13]2)[CH:49]=[CH:50][C:51]=1[N+:55]([O-:57])=[O:56]. The yield is 1.00. (8) The reactants are [CH2:1]([O:8][C:9]([NH:11][C@@H:12]([CH2:17][CH:18]([CH3:20])[CH3:19])[C:13](=[O:16])[CH2:14][Cl:15])=[O:10])[C:2]1[CH:7]=[CH:6][CH:5]=[CH:4][CH:3]=1.C(O)=O.C(N(CC)CC)C. The catalyst is C(OCC)(=O)C.C1(C)C=CC(S(N[C@H](C2C=CC=CC=2)[C@@H](C2C=CC=CC=2)N)(=O)=O)=CC=1.Cl[Rh+]C1(C)C(C)=C(C)C(C)=C1C. The product is [CH2:1]([O:8][C:9]([NH:11][C@@H:12]([CH2:17][CH:18]([CH3:20])[CH3:19])[C@@H:13]([OH:16])[CH2:14][Cl:15])=[O:10])[C:2]1[CH:3]=[CH:4][CH:5]=[CH:6][CH:7]=1. The yield is 0.985. (9) The reactants are [CH2:1]([C@H:8]1[CH2:12][O:11][C:10](=[O:13])[N:9]1[C:14](=[O:23])[CH2:15][C:16]1[CH:21]=[CH:20][C:19]([F:22])=[CH:18][CH:17]=1)[C:2]1[CH:7]=[CH:6][CH:5]=[CH:4][CH:3]=1.IC.[CH3:26][Si]([N-][Si](C)(C)C)(C)C.[Na+]. The catalyst is C1COCC1. The product is [CH2:1]([C@H:8]1[CH2:12][O:11][C:10](=[O:13])[N:9]1[C:14](=[O:23])[C@H:15]([C:16]1[CH:17]=[CH:18][C:19]([F:22])=[CH:20][CH:21]=1)[CH3:26])[C:2]1[CH:7]=[CH:6][CH:5]=[CH:4][CH:3]=1. The yield is 0.490. (10) The reactants are Cl.Cl.[Br:3][C:4]1[C:9]2[N:10]([C:16]3[CH:21]=[CH:20][CH:19]=[CH:18][CH:17]=3)[C:11]([C@@H:13]([NH2:15])[CH3:14])=[N:12][C:8]=2[CH:7]=[CH:6][C:5]=1[O:22][CH3:23].Cl[C:25]1[N:33]=[CH:32][N:31]=[C:30]2[C:26]=1[N:27]=[CH:28][N:29]2[CH:34]1[CH2:39][CH2:38][CH2:37][CH2:36][O:35]1.CCN(C(C)C)C(C)C. The catalyst is CC(O)C. The product is [Br:3][C:4]1[C:9]2[N:10]([C:16]3[CH:17]=[CH:18][CH:19]=[CH:20][CH:21]=3)[C:11]([C@@H:13]([NH:15][C:25]3[N:33]=[CH:32][N:31]=[C:30]4[C:26]=3[N:27]=[CH:28][N:29]4[CH:34]3[CH2:39][CH2:38][CH2:37][CH2:36][O:35]3)[CH3:14])=[N:12][C:8]=2[CH:7]=[CH:6][C:5]=1[O:22][CH3:23]. The yield is 0.440.